This data is from Reaction yield outcomes from USPTO patents with 853,638 reactions. The task is: Predict the reaction yield, written as a fraction of the theoretical maximum amount of product (1.0 means a 100% yield; for example, 0.34 means a 34% yield). (1) The reactants are [C:1](/[CH:3]=[CH:4]/[S:5]([C:8]1[CH:13]=[CH:12][C:11]([C:14]([CH3:28])([CH3:27])[C:15]([NH:17][NH:18][C:19](=O)[C:20]2[CH:25]=[CH:24][CH:23]=[CH:22][CH:21]=2)=[O:16])=[CH:10][CH:9]=1)(=[O:7])=[O:6])#[N:2].P(Cl)(Cl)(Cl)=O. The catalyst is O1CCOCC1.C(OCC)(=O)C.CC#N.O. The product is [CH3:27][C:14]([C:11]1[CH:12]=[CH:13][C:8]([S:5](/[CH:4]=[CH:3]/[C:1]#[N:2])(=[O:6])=[O:7])=[CH:9][CH:10]=1)([C:15]1[O:16][C:19]([C:20]2[CH:21]=[CH:22][CH:23]=[CH:24][CH:25]=2)=[N:18][N:17]=1)[CH3:28]. The yield is 0.720. (2) The reactants are [Br:1][C:2]1[S:6][C:5]([C:7]([OH:9])=O)=[C:4]([CH3:10])[CH:3]=1.ON1C2C=CC=CC=2N=N1.Cl.C(N=C=NCCCN(C)C)C.C(N(CC)C(C)C)(C)C.[NH2:42][CH2:43][C:44]1[CH:45]=[N:46][CH:47]=[CH:48][CH:49]=1. The catalyst is CN(C)C=O.C(OCC)(=O)C. The product is [Br:1][C:2]1[S:6][C:5]([C:7]([NH:42][CH2:43][C:44]2[CH:45]=[N:46][CH:47]=[CH:48][CH:49]=2)=[O:9])=[C:4]([CH3:10])[CH:3]=1. The yield is 0.800. (3) The reactants are [CH3:1][C:2]1[C:11]([N+:12]([O-])=O)=[C:10]([C:15]([OH:17])=[O:16])[CH:9]=[C:8]2[C:3]=1[CH:4]=[CH:5][C:6]([C:18]([F:21])([F:20])[F:19])=[N:7]2. The catalyst is C(O)C.[Ni]. The product is [NH2:12][C:11]1[C:2]([CH3:1])=[C:3]2[C:8](=[CH:9][C:10]=1[C:15]([OH:17])=[O:16])[N:7]=[C:6]([C:18]([F:21])([F:19])[F:20])[CH:5]=[CH:4]2. The yield is 0.710. (4) The reactants are Cl.[F:2][C:3]([F:14])([F:13])[C:4]1[CH:12]=[CH:11][C:7]([C:8]([NH2:10])=[NH:9])=[CH:6][CH:5]=1.[CH2:15]([O:22][CH2:23][C:24](=O)[CH2:25][C:26](OCC)=[O:27])[C:16]1[CH:21]=[CH:20][CH:19]=[CH:18][CH:17]=1.C[O-].[Na+]. The catalyst is CO. The product is [C:16]1([CH2:15][O:22][CH2:23][C:24]2[N:10]=[C:8]([C:7]3[CH:11]=[CH:12][C:4]([C:3]([F:13])([F:14])[F:2])=[CH:5][CH:6]=3)[NH:9][C:26](=[O:27])[CH:25]=2)[CH:21]=[CH:20][CH:19]=[CH:18][CH:17]=1. The yield is 0.730.